Dataset: Full USPTO retrosynthesis dataset with 1.9M reactions from patents (1976-2016). Task: Predict the reactants needed to synthesize the given product. (1) The reactants are: [NH2:1][CH:2]([C:6]1[S:7][CH:8]=[CH:9][CH:10]=1)[C:3]([OH:5])=[O:4].[C:11](O)(=[O:13])C.O. Given the product [CH:11]([NH:1][CH:2]([C:6]1[S:7][CH:8]=[CH:9][CH:10]=1)[C:3]([OH:5])=[O:4])=[O:13], predict the reactants needed to synthesize it. (2) Given the product [Cl:1][C:2]1[C:10]2[N:9]=[C:8]3[N:11]([C:15]4[CH:20]=[CH:19][C:18]([O:21][CH3:22])=[CH:17][C:16]=4[CH3:23])[CH2:12][CH2:13][CH2:14][N:7]3[C:6]=2[C:5]([C:24]([CH:35]2[CH2:36][CH2:37]2)([CH:28]2[CH2:30][CH2:29]2)[OH:25])=[CH:4][CH:3]=1, predict the reactants needed to synthesize it. The reactants are: [Cl:1][C:2]1[CH:3]=[CH:4][C:5]([C:24](OC)=[O:25])=[C:6]2[C:10]=1[N:9]=[C:8]1[N:11]([C:15]3[CH:20]=[CH:19][C:18]([O:21][CH3:22])=[CH:17][C:16]=3[CH3:23])[CH2:12][CH2:13][CH2:14][N:7]21.[CH:28]1([Mg]Br)[CH2:30][CH2:29]1.O1[CH2:37][CH2:36][CH2:35]C1.